The task is: Predict the reactants needed to synthesize the given product.. This data is from Full USPTO retrosynthesis dataset with 1.9M reactions from patents (1976-2016). (1) Given the product [OH:23][CH:18]1[CH:17]([C:14]2[CH:15]=[CH:16][C:11]([O:10][CH2:9][CH2:8][CH2:7][O:6][CH2:5][C:4]3[CH:24]=[CH:25][CH:26]=[CH:27][C:3]=3[O:2][CH3:1])=[CH:12][CH:13]=2)[CH2:22][CH2:21][N:20]([C:34]([O:36][CH2:37][C:38]2[CH:43]=[CH:42][CH:41]=[CH:40][CH:39]=2)=[O:35])[CH2:19]1, predict the reactants needed to synthesize it. The reactants are: [CH3:1][O:2][C:3]1[CH:27]=[CH:26][CH:25]=[CH:24][C:4]=1[CH2:5][O:6][CH2:7][CH2:8][CH2:9][O:10][C:11]1[CH:16]=[CH:15][C:14]([CH:17]2[CH2:22][CH2:21][NH:20][CH2:19][CH:18]2[OH:23])=[CH:13][CH:12]=1.C(=O)([O-])[O-].[Na+].[Na+].[CH:34]([O:36][CH2:37][C:38]1[CH:43]=[CH:42][CH:41]=[CH:40][CH:39]=1)=[O:35]. (2) Given the product [Cl:64][C:65]1[CH:70]=[CH:69][C:68]([CH2:71][NH:72][C:23](=[O:25])[CH2:22][C@H:13]2[C:12](=[O:30])[O:11][CH2:10][C@@H:9]([C:4]3[CH:5]=[CH:6][CH:7]=[CH:8][C:3]=3[O:2][CH3:1])[NH:20][C:19](=[O:21])[CH2:18][CH2:17][CH:16]=[CH:15][CH2:14]2)=[CH:67][CH:66]=1, predict the reactants needed to synthesize it. The reactants are: [CH3:1][O:2][C:3]1[CH:8]=[CH:7][CH:6]=[CH:5][C:4]=1[C@H:9]1[NH:20][C:19](=[O:21])[CH2:18][CH2:17][CH:16]=[CH:15][CH2:14][C@@H:13]([CH2:22][C:23]([O:25]C(C)(C)C)=O)[C:12](=[O:30])[O:11][CH2:10]1.FC(F)(F)C(O)=O.COC1C=CC=CC=1[C@H]1NC(=O)CCC=CC[C@@H](CC(O)=O)C(=O)OC1.[Cl:64][C:65]1[CH:70]=[CH:69][C:68]([CH2:71][NH2:72])=[CH:67][CH:66]=1. (3) Given the product [Br:33][CH2:34][CH2:35][N:24]1[C:25]2[CH:30]=[CH:29][CH:28]=[CH:27][C:26]=2[N:22]([C:19]2[CH:20]=[CH:21][C:16]([Cl:15])=[CH:17][CH:18]=2)[S:23]1(=[O:31])=[O:32], predict the reactants needed to synthesize it. The reactants are: N(C(OC(C)C)=O)=NC(OC(C)C)=O.[Cl:15][C:16]1[CH:21]=[CH:20][C:19]([N:22]2[C:26]3[CH:27]=[CH:28][CH:29]=[CH:30][C:25]=3[NH:24][S:23]2(=[O:32])=[O:31])=[CH:18][CH:17]=1.[Br:33][CH2:34][CH2:35]O.C1(P(C2C=CC=CC=2)C2C=CC=CC=2)C=CC=CC=1. (4) The reactants are: [CH2:1]([N:3]([S:9]([C:12]1[CH:17]=[CH:16][C:15]([F:18])=[CH:14][CH:13]=1)(=[O:11])=[O:10])[C:4](=[CH2:8])[C:5]([OH:7])=O)[CH3:2].CCOC(OC(OCC)=O)=O.[N:30]1([C:35]2[CH:40]=[C:39]([CH2:41][NH2:42])[CH:38]=[C:37]([C:43]3[CH:48]=[CH:47][C:46]([C:49]([F:52])([F:51])[F:50])=[CH:45][CH:44]=3)[N:36]=2)[CH2:34][CH2:33][CH2:32][CH2:31]1. Given the product [CH2:1]([N:3]([S:9]([C:12]1[CH:17]=[CH:16][C:15]([F:18])=[CH:14][CH:13]=1)(=[O:11])=[O:10])[C:4](=[CH2:8])[C:5]([NH:42][CH2:41][C:39]1[CH:38]=[C:37]([C:43]2[CH:44]=[CH:45][C:46]([C:49]([F:52])([F:50])[F:51])=[CH:47][CH:48]=2)[N:36]=[C:35]([N:30]2[CH2:31][CH2:32][CH2:33][CH2:34]2)[CH:40]=1)=[O:7])[CH3:2], predict the reactants needed to synthesize it. (5) Given the product [CH2:28]([O:27][C:24]1[CH:23]=[CH:22][C:21]([S:18]([C:5]2[C:6]([NH:8][C:9]3[C:14]([CH3:15])=[CH:13][C:12]([CH3:16])=[CH:11][C:10]=3[CH3:17])=[N:7][C:2]([CH3:1])=[CH:3][CH:4]=2)(=[O:20])=[O:19])=[CH:26][CH:25]=1)[C:29]1[CH:34]=[CH:33][CH:32]=[CH:31][CH:30]=1, predict the reactants needed to synthesize it. The reactants are: [CH3:1][C:2]1[N:7]=[C:6]([NH:8][C:9]2[C:14]([CH3:15])=[CH:13][C:12]([CH3:16])=[CH:11][C:10]=2[CH3:17])[C:5]([S:18]([C:21]2[CH:26]=[CH:25][C:24]([OH:27])=[CH:23][CH:22]=2)(=[O:20])=[O:19])=[CH:4][CH:3]=1.[CH2:28](Br)[C:29]1[CH:34]=[CH:33][CH:32]=[CH:31][CH:30]=1.C([O-])([O-])=O.[K+].[K+].[Na+].[I-]. (6) Given the product [CH3:36][N:35]([CH2:34][C:33]1[N:4]=[C:5]([C:6]2[CH:7]=[C:8]3[C:12](=[CH:13][CH:14]=2)[NH:11][N:10]=[C:9]3[C:15]2[CH:16]=[C:17]([C:21]([NH:23][C:24]3[CH:25]=[CH:26][C:27]([F:30])=[CH:28][CH:29]=3)=[O:22])[CH:18]=[CH:19][CH:20]=2)[NH:31][N:32]=1)[CH3:37], predict the reactants needed to synthesize it. The reactants are: C(O[N:4]=[CH:5][C:6]1[CH:7]=[C:8]2[C:12](=[CH:13][CH:14]=1)[NH:11][N:10]=[C:9]2[C:15]1[CH:16]=[C:17]([C:21]([NH:23][C:24]2[CH:29]=[CH:28][C:27]([F:30])=[CH:26][CH:25]=2)=[O:22])[CH:18]=[CH:19][CH:20]=1)C.[NH2:31][NH:32][C:33](=O)[CH2:34][N:35]([CH3:37])[CH3:36].C[O-].[Na+].Cl. (7) Given the product [C:23]([C:20]1[CH:21]=[CH:22][C:17](/[C:15](=[N:14]/[O:13][CH2:12][CH2:11][O:10][C:7]2[CH:8]=[CH:9][C:4]([C:3]([OH:28])=[O:2])=[C:5]([OH:27])[CH:6]=2)/[CH3:16])=[CH:18][CH:19]=1)([CH3:24])([CH3:25])[CH3:26], predict the reactants needed to synthesize it. The reactants are: C[O:2][C:3](=[O:28])[C:4]1[CH:9]=[CH:8][C:7]([O:10][CH2:11][CH2:12][O:13][N:14]=[C:15]([C:17]2[CH:22]=[CH:21][C:20]([C:23]([CH3:26])([CH3:25])[CH3:24])=[CH:19][CH:18]=2)[CH3:16])=[CH:6][C:5]=1[OH:27].[OH-].[Na+]. (8) Given the product [OH:4][P:1]([O:5][P:42]([O:41][P:38]([O:37][P:34]([OH:36])([OH:46])=[O:35])([OH:40])=[O:39])([OH:44])=[O:43])(=[O:2])[OH:3].[C@@H:10]1([N:12]2[CH:19]=[CH:18][C:16](=[O:17])[NH:15][C:13]2=[O:14])[O:11][C@H:7]([CH2:6][OH:5])[C@@H:8]([OH:21])[C@H:9]1[OH:20].[C@@H:51]1([N:53]2[CH:60]=[CH:59][C:57](=[O:58])[NH:56][C:54]2=[O:55])[O:52][C@H:48]([CH2:47][OH:46])[C@@H:49]([OH:62])[C@H:50]1[OH:61], predict the reactants needed to synthesize it. The reactants are: [P:1]([O:5][CH2:6][C@H:7]1[O:11][C@@H:10]([N:12]2[CH:19]=[CH:18][C:16](=[O:17])[NH:15][C:13]2=[O:14])[C@H:9]([OH:20])[C@@H:8]1[OH:21])([OH:4])([OH:3])=[O:2].C(N1C=CN=C1)(N1C=CN=C1)=O.[P:34]([O:46][CH2:47][C@H:48]1[O:52][C@@H:51]([N:53]2[CH:60]=[CH:59][C:57](=[O:58])[NH:56][C:54]2=[O:55])[C@H:50]([OH:61])[C@@H:49]1[OH:62])([O:37][P:38]([O:41][P:42](O)([OH:44])=[O:43])([OH:40])=[O:39])(=[O:36])[OH:35]. (9) The reactants are: [CH2:1]([S:3]([N:6]1[CH:10]=[C:9](B2OC(C)(C)C(C)(C)O2)[CH:8]=[N:7]1)(=[O:5])=[O:4])[CH3:2].Cl[C:21]1[N:26]=[C:25]([NH2:27])[CH:24]=[CH:23][N:22]=1.C(=O)([O-])[O-].[Cs+].[Cs+]. Given the product [CH2:1]([S:3]([N:6]1[CH:10]=[C:9]([C:21]2[N:26]=[C:25]([NH2:27])[CH:24]=[CH:23][N:22]=2)[CH:8]=[N:7]1)(=[O:4])=[O:5])[CH3:2], predict the reactants needed to synthesize it.